From a dataset of Reaction yield outcomes from USPTO patents with 853,638 reactions. Predict the reaction yield, written as a fraction of the theoretical maximum amount of product (1.0 means a 100% yield; for example, 0.34 means a 34% yield). The reactants are [Cl:1][C:2]1[CH:16]=[C:15]([N+:17]([O-])=O)[CH:14]=[CH:13][C:3]=1[C:4]([N:6]1[CH2:12][CH2:11][CH2:10][CH2:9][CH2:8][CH2:7]1)=[O:5].O.O.[Sn](Cl)Cl.N. The catalyst is C(OCC)(=O)C. The product is [N:6]1([C:4]([C:3]2[CH:13]=[CH:14][C:15]([NH2:17])=[CH:16][C:2]=2[Cl:1])=[O:5])[CH2:7][CH2:8][CH2:9][CH2:10][CH2:11][CH2:12]1. The yield is 0.730.